From a dataset of Reaction yield outcomes from USPTO patents with 853,638 reactions. Predict the reaction yield, written as a fraction of the theoretical maximum amount of product (1.0 means a 100% yield; for example, 0.34 means a 34% yield). (1) The reactants are Br[CH2:2][C:3]([C:5]1[CH:10]=[CH:9][CH:8]=[C:7]([N+:11]([O-:13])=[O:12])[CH:6]=1)=O.[C:14]([N:17]1[CH2:22][CH2:21][CH:20]([C:23]([O:25][CH2:26][CH3:27])=[O:24])[CH2:19][CH2:18]1)(=[S:16])[NH2:15]. The catalyst is C(O)C. The product is [N+:11]([C:7]1[CH:6]=[C:5]([C:3]2[N:15]=[C:14]([N:17]3[CH2:22][CH2:21][CH:20]([C:23]([O:25][CH2:26][CH3:27])=[O:24])[CH2:19][CH2:18]3)[S:16][CH:2]=2)[CH:10]=[CH:9][CH:8]=1)([O-:13])=[O:12]. The yield is 0.490. (2) The catalyst is CN(C=O)C. The yield is 0.960. The reactants are [NH2:1][NH:2][C:3]([C:5]1[CH:10]=[CH:9][C:8]([F:11])=[C:7]([F:12])[C:6]=1[NH:13][C:14]1[CH:19]=[CH:18][C:17]([I:20])=[CH:16][C:15]=1[F:21])=[O:4].[C:22](N1C=CN=C1)(N1C=CN=C1)=[O:23].C(OCC)(=O)C. The product is [F:12][C:7]1[C:6]([NH:13][C:14]2[CH:19]=[CH:18][C:17]([I:20])=[CH:16][C:15]=2[F:21])=[C:5]([C:3]2[O:4][C:22](=[O:23])[NH:1][N:2]=2)[CH:10]=[CH:9][C:8]=1[F:11]. (3) The product is [CH2:16]([O:1][C:2]1[CH:11]=[C:6]([C:7]([O:9][CH3:10])=[O:8])[CH:5]=[C:4]([CH:3]=1)[C:12]([O:14][CH3:15])=[O:13])[C:17]1[CH:22]=[CH:21][CH:20]=[CH:19][CH:18]=1. The yield is 0.960. The reactants are [OH:1][C:2]1[CH:3]=[C:4]([C:12]([O:14][CH3:15])=[O:13])[CH:5]=[C:6]([CH:11]=1)[C:7]([O:9][CH3:10])=[O:8].[CH2:16](Br)[C:17]1[CH:22]=[CH:21][CH:20]=[CH:19][CH:18]=1.C(=O)([O-])[O-].[K+].[K+].O. The catalyst is CN(C)C=O.